This data is from Forward reaction prediction with 1.9M reactions from USPTO patents (1976-2016). The task is: Predict the product of the given reaction. Given the reactants Br[C:2]1[C:10]2[C:5](=[N:6][CH:7]=[C:8]([F:11])[CH:9]=2)[N:4]([C:12]([C:25]2[CH:30]=[CH:29][CH:28]=[CH:27][CH:26]=2)([C:19]2[CH:24]=[CH:23][CH:22]=[CH:21][CH:20]=2)[C:13]2[CH:18]=[CH:17][CH:16]=[CH:15][CH:14]=2)[N:3]=1.CC([O-])=O.[K+].[CH3:36][C:37]1([CH3:53])[C:41]([CH3:43])([CH3:42])[O:40][B:39]([B:39]2[O:40][C:41]([CH3:43])([CH3:42])[C:37]([CH3:53])([CH3:36])[O:38]2)[O:38]1, predict the reaction product. The product is: [F:11][C:8]1[CH:9]=[C:10]2[C:2]([B:39]3[O:40][C:41]([CH3:43])([CH3:42])[C:37]([CH3:53])([CH3:36])[O:38]3)=[N:3][N:4]([C:12]([C:25]3[CH:30]=[CH:29][CH:28]=[CH:27][CH:26]=3)([C:19]3[CH:24]=[CH:23][CH:22]=[CH:21][CH:20]=3)[C:13]3[CH:18]=[CH:17][CH:16]=[CH:15][CH:14]=3)[C:5]2=[N:6][CH:7]=1.